Dataset: Full USPTO retrosynthesis dataset with 1.9M reactions from patents (1976-2016). Task: Predict the reactants needed to synthesize the given product. Given the product [F:31][C:11]1[CH:10]=[C:9]([O:8][C:6]2[CH:5]=[CH:4][N:3]=[C:2]([NH:1][C:37]([N:34]3[CH2:44][CH:43]([OH:42])[CH2:48]3)=[O:49])[CH:7]=2)[CH:14]=[CH:13][C:12]=1[NH:15][C:16]([C:18]1([C:21]([NH:23][C:24]2[CH:25]=[CH:26][C:27]([F:30])=[CH:28][CH:29]=2)=[O:22])[CH2:20][CH2:19]1)=[O:17], predict the reactants needed to synthesize it. The reactants are: [NH2:1][C:2]1[CH:7]=[C:6]([O:8][C:9]2[CH:14]=[CH:13][C:12]([NH:15][C:16]([C:18]3([C:21]([NH:23][C:24]4[CH:29]=[CH:28][C:27]([F:30])=[CH:26][CH:25]=4)=[O:22])[CH2:20][CH2:19]3)=[O:17])=[C:11]([F:31])[CH:10]=2)[CH:5]=[CH:4][N:3]=1.C([N:34]([CH2:37]C)CC)C.ClC([O:42][C:43]1[CH:48]=CC=C[CH:44]=1)=O.[O:49]1CCCC1.